Dataset: Experimentally validated miRNA-target interactions with 360,000+ pairs, plus equal number of negative samples. Task: Binary Classification. Given a miRNA mature sequence and a target amino acid sequence, predict their likelihood of interaction. (1) The miRNA is hsa-miR-4493 with sequence AGAAGGCCUUUCCAUCUCUGU. The protein sequence of the target gene is MEDEVVRFAKKMDKMVQKKNAAGALDLLKELKNIPMTLELLQSTRIGMSVNAIRKQSTDEEVTSLAKSLIKSWKKLLDGPSTEKDLDEKKKEPAITSQNSPEAREESTSSGNVSNRKDETNARDTYVSSFPRAPSTSDSVRLKCREMLAAALRTGDDYIAIGADEEELGSQIEEAIYQEIRNTDMKYKNRVRSRISNLKDAKNPNLRKNVLCGNIPPDLFARMTAEEMASDELKEMRKNLTKEAIREHQMAKTGGTQTDLFTCGKCKKKNCTYTQVQTRSADEPMTTFVVCNECGNRWKF.... Result: 0 (no interaction). (2) The miRNA is hsa-miR-6870-5p with sequence UGGGGGAGAUGGGGGUUGA. The protein sequence of the target gene is MARQPPPPWVHAAFLLCLLSLGGAIEIPMDPSIQNELTQPPTITKQSAKDHIVDPRDNILIECEAKGNPAPSFHWTRNSRFFNIAKDPRVSMRRRSGTLVIDFRSGGRPEEYEGEYQCFARNKFGTALSNRIRLQVSKSPLWPKENLDPVVVQEGAPLTLQCNPPPGLPSPVIFWMSSSMEPITQDKRVSQGHNGDLYFSNVMLQDMQTDYSCNARFHFTHTIQQKNPFTLKVLTTRGVAERTPSFMYPQGTASSQMVLRGMDLLLECIASGVPTPDIAWYKKGGDLPSDKAKFENFNKA.... Result: 1 (interaction). (3) The miRNA is hsa-miR-3973 with sequence ACAAAGUACAGCAUUAGCCUUAG. The protein sequence of the target gene is MPFPVTTQGSQQTQPPQKHYGITSPISLAAPKETDCVLTQKLIETLKPFGVFEEEEELQRRILILGKLNNLVKEWIREISESKNLPQSVIENVGGKIFTFGSYRLGVHTKGADIDALCVAPRHVDRSDFFTSFYDKLKLQEEVKDLRAVEEAFVPVIKLCFDGIEIDILFARLALQTIPEDLDLRDDSLLKNLDIRCIRSLNGCRVTDEILHLVPNIDNFRLTLRAIKLWAKRHNIYSNILGFLGGVSWAMLVARTCQLYPNAIASTLVHKFFLVFSKWEWPNPVLLKQPEECNLNLPVW.... Result: 0 (no interaction). (4) The miRNA is hsa-miR-4708-5p with sequence AGAGAUGCCGCCUUGCUCCUU. The protein sequence of the target gene is MAEDMETKIKNYKTAPFDSRFPNQNQTRNCWQNYLDFHRCQKAMTAKGGDISVCEWYQRVYQSLCPTSWVTDWDEQRAEGTFPGKI. Result: 1 (interaction). (5) The miRNA is hsa-miR-23c with sequence AUCACAUUGCCAGUGAUUACCC. The protein sequence of the target gene is MVSGLRLASRSGEEGWLKPAVARLGPPRHRLRNLRTESPWRSRGSVLFCSGPGRAGRAAEPLHPVCTCGRHFRRPEPCREPLASPIQDSVAFEDVAVNFTQEEWALLDSSQKNLYREVMQETCRNLASVGSQWKDQNIEDHFEKPGKDIRNHIVQRLCESKEDGQYGEVVSQIPNLDLNENISTGLKPCECSICGKVFVRHSLLNRHILAHSGYKPYGEKQYKCEQCGKFFVSVPGVRRHMIMHSGNPAYKCTICGKAFYFLNSVERHQRTHTGEKPYKCKQCGKAFTVSGSCLIHERTH.... Result: 1 (interaction).